From a dataset of Full USPTO retrosynthesis dataset with 1.9M reactions from patents (1976-2016). Predict the reactants needed to synthesize the given product. Given the product [NH2:5][C:6]1[CH:7]=[C:8]([CH2:13][CH2:14][C:15]([O:17][CH3:18])=[O:16])[CH:9]=[CH:10][C:11]=1[Cl:12], predict the reactants needed to synthesize it. The reactants are: S(Cl)(Cl)=O.[NH2:5][C:6]1[CH:7]=[C:8]([CH2:13][CH2:14][C:15]([O:17][C:18](C)(C)C)=[O:16])[CH:9]=[CH:10][C:11]=1[Cl:12].O.